This data is from Forward reaction prediction with 1.9M reactions from USPTO patents (1976-2016). The task is: Predict the product of the given reaction. (1) Given the reactants C(Cl)(=O)C(Cl)=O.CS(C)=O.[F:11][C:12]1[CH:17]=[CH:16][C:15]([F:18])=[CH:14][C:13]=1[CH:19]1[CH2:21][CH:20]1[CH2:22][OH:23].C(N(CC)CC)C, predict the reaction product. The product is: [F:11][C:12]1[CH:17]=[CH:16][C:15]([F:18])=[CH:14][C:13]=1[CH:19]1[CH2:21][CH:20]1[CH:22]=[O:23]. (2) The product is: [Cl:52][C:36]([Cl:35])=[CH:37][CH2:38][O:39][C:40]1[CH:49]=[C:48]([Cl:50])[C:43]([O:44][CH2:45][CH2:46][N:30]2[N:31]=[N:32][C:28]([C:24]3[CH:25]=[CH:26][CH:27]=[C:22]([C:21]([F:20])([F:33])[F:34])[CH:23]=3)=[N:29]2)=[C:42]([Cl:51])[CH:41]=1. Given the reactants C1(P(C2C=CC=CC=2)C2C=CC=CC=2)C=CC=CC=1.[F:20][C:21]([F:34])([F:33])[C:22]1[CH:23]=[C:24]([C:28]2[N:29]=[N:30][NH:31][N:32]=2)[CH:25]=[CH:26][CH:27]=1.[Cl:35][C:36]([Cl:52])=[CH:37][CH2:38][O:39][C:40]1[CH:49]=[C:48]([Cl:50])[C:43]([O:44][CH2:45][CH2:46]O)=[C:42]([Cl:51])[CH:41]=1, predict the reaction product. (3) Given the reactants [CH:1]1([CH2:4][O:5][C:6]2[CH:11]=[CH:10][C:9]([CH:12]([CH3:14])[CH3:13])=[CH:8][C:7]=2[C:15]2[C:16]3[N:23]([CH2:24][O:25][CH2:26][CH2:27][Si:28]([CH3:31])([CH3:30])[CH3:29])[C:22]([CH3:32])=[C:21]([C:33](O)=[O:34])[C:17]=3[N:18]=[CH:19][N:20]=2)[CH2:3][CH2:2]1.[NH2:36][C@@H:37]1[CH2:42][CH2:41][C@H:40]([NH:43][C:44](=[O:50])[O:45][C:46]([CH3:49])([CH3:48])[CH3:47])[CH2:39][CH2:38]1, predict the reaction product. The product is: [C:46]([O:45][C:44](=[O:50])[NH:43][C@H:40]1[CH2:39][CH2:38][C@@H:37]([NH:36][C:33]([C:21]2[C:17]3[N:18]=[CH:19][N:20]=[C:15]([C:7]4[CH:8]=[C:9]([CH:12]([CH3:14])[CH3:13])[CH:10]=[CH:11][C:6]=4[O:5][CH2:4][CH:1]4[CH2:2][CH2:3]4)[C:16]=3[N:23]([CH2:24][O:25][CH2:26][CH2:27][Si:28]([CH3:30])([CH3:31])[CH3:29])[C:22]=2[CH3:32])=[O:34])[CH2:42][CH2:41]1)([CH3:49])([CH3:47])[CH3:48]. (4) Given the reactants C([O:3][C:4](=O)[CH:5]=[C:6]([C:8]1[CH:13]=[CH:12][C:11]([C:14]2[CH:19]=[CH:18][C:17]([F:20])=[CH:16][CH:15]=2)=[CH:10][CH:9]=1)[CH3:7])C.[AlH3].[H-].[H-].[H-].[H-].[Li+].[Al+3].[Al+3].[Cl-].[Cl-].[Cl-], predict the reaction product. The product is: [F:20][C:17]1[CH:16]=[CH:15][C:14]([C:11]2[CH:12]=[CH:13][C:8]([C:6]([CH3:7])=[CH:5][CH2:4][OH:3])=[CH:9][CH:10]=2)=[CH:19][CH:18]=1. (5) Given the reactants Cl.[CH:2]([C:5]1[CH:6]=[C:7]([C:11]2([NH2:15])[CH2:14][NH:13][CH2:12]2)[CH:8]=[CH:9][CH:10]=1)([CH3:4])[CH3:3].C(N(CC)CC)C.[CH2:23]([O:30][C:31](Cl)=[O:32])[C:24]1[CH:29]=[CH:28][CH:27]=[CH:26][CH:25]=1, predict the reaction product. The product is: [CH2:23]([O:30][C:31]([N:13]1[CH2:14][C:11]([NH2:15])([C:7]2[CH:8]=[CH:9][CH:10]=[C:5]([CH:2]([CH3:4])[CH3:3])[CH:6]=2)[CH2:12]1)=[O:32])[C:24]1[CH:29]=[CH:28][CH:27]=[CH:26][CH:25]=1. (6) Given the reactants [CH:1]1([C:4]2[CH:9]=[CH:8][C:7]([C:10]3[CH:14]=[C:13]([CH2:15][C:16]([O:18][CH3:19])=[O:17])[O:12][N:11]=3)=[C:6]([C:20]([F:23])([F:22])[F:21])[CH:5]=2)[CH2:3][CH2:2]1.[N:24]([C:33]([O:35][C:36]([CH3:39])([CH3:38])[CH3:37])=[O:34])=[N:25][C:26]([O:28][C:29]([CH3:32])([CH3:31])[CH3:30])=[O:27].C(=O)([O-])[O-].[Li+].[Li+], predict the reaction product. The product is: [CH:1]1([C:4]2[CH:9]=[CH:8][C:7]([C:10]3[CH:14]=[C:13]([CH:15]([N:24]([C:33]([O:35][C:36]([CH3:39])([CH3:38])[CH3:37])=[O:34])[NH:25][C:26]([O:28][C:29]([CH3:30])([CH3:31])[CH3:32])=[O:27])[C:16]([O:18][CH3:19])=[O:17])[O:12][N:11]=3)=[C:6]([C:20]([F:23])([F:22])[F:21])[CH:5]=2)[CH2:3][CH2:2]1.